From a dataset of Forward reaction prediction with 1.9M reactions from USPTO patents (1976-2016). Predict the product of the given reaction. (1) Given the reactants FC(F)(F)C(O)=O.[CH3:8][NH:9][C@@H:10]([CH:19]([CH3:21])[CH3:20])/[CH:11]=[C:12](\[CH3:18])/[C:13]([O:15][CH2:16][CH3:17])=[O:14].[C:22]([O:26][C:27]([NH:29][C@H:30]([C:38]([OH:40])=O)[CH2:31][C:32]1[CH:37]=[CH:36][CH:35]=[CH:34][CH:33]=1)=[O:28])([CH3:25])([CH3:24])[CH3:23].F[P-](F)(F)(F)(F)F.N1(O[P+](N(C)C)(N(C)C)N(C)C)C2C=CC=CC=2N=N1.C(N(CC)CC)C, predict the reaction product. The product is: [C:22]([O:26][C:27]([NH:29][C@@H:30]([CH2:31][C:32]1[CH:33]=[CH:34][CH:35]=[CH:36][CH:37]=1)[C:38]([N:9]([CH3:8])[C@@H:10]([CH:19]([CH3:21])[CH3:20])/[CH:11]=[C:12](\[CH3:18])/[C:13]([O:15][CH2:16][CH3:17])=[O:14])=[O:40])=[O:28])([CH3:23])([CH3:24])[CH3:25]. (2) Given the reactants [NH:1]1[C:5]2=[N:6][CH:7]=[CH:8][C:9]([NH:10][C:11]3[CH:15]=[CH:14][S:13][C:12]=3[C:16]([OH:18])=[O:17])=[C:4]2[CH:3]=[CH:2]1.N[C:20]1C=C(C)SC=1C(OC)=O, predict the reaction product. The product is: [CH3:20][C:14]1[S:13][C:12]([C:16]([OH:18])=[O:17])=[C:11]([NH:10][C:9]2[CH:8]=[CH:7][N:6]=[C:5]3[NH:1][CH:2]=[CH:3][C:4]=23)[CH:15]=1. (3) Given the reactants [Si]([O:8][CH2:9][C:10](=[CH2:42])[C:11]([N:13]1[CH2:18][CH2:17][CH:16]([O:19][C:20]2[CH:21]=[C:22]3[C:27](=[CH:28][C:29]=2[O:30][CH3:31])[N:26]=[CH:25][N:24]=[C:23]3[NH:32][C:33]2[CH:38]=[CH:37][C:36]([Cl:39])=[C:35]([Cl:40])[C:34]=2[F:41])[CH2:15][CH2:14]1)=[O:12])(C(C)(C)C)(C)C, predict the reaction product. The product is: [Cl:40][C:35]1[C:34]([F:41])=[C:33]([NH:32][C:23]2[C:22]3[C:27](=[CH:28][C:29]([O:30][CH3:31])=[C:20]([O:19][CH:16]4[CH2:17][CH2:18][N:13]([C:11](=[O:12])[C:10]([CH2:9][OH:8])=[CH2:42])[CH2:14][CH2:15]4)[CH:21]=3)[N:26]=[CH:25][N:24]=2)[CH:38]=[CH:37][C:36]=1[Cl:39]. (4) Given the reactants Cl.C(O[N:5]=[CH:6][C:7]1[CH:8]=[C:9]2[C:13](=[CH:14][CH:15]=1)[NH:12][N:11]=[C:10]2[C:16]1[CH:17]=[C:18]([NH:22][C:23]([C:25]2[CH:26]=[N:27][CH:28]=[CH:29][CH:30]=2)=[O:24])[CH:19]=[CH:20][CH:21]=1)C.[NH2:31][NH:32][C:33](=O)[CH2:34][N:35]([CH3:37])[CH3:36].C[O-].[Na+], predict the reaction product. The product is: [CH3:36][N:35]([CH2:34][C:33]1[NH:32][N:31]=[C:6]([C:7]2[CH:8]=[C:9]3[C:13](=[CH:14][CH:15]=2)[NH:12][N:11]=[C:10]3[C:16]2[CH:17]=[C:18]([NH:22][C:23]([C:25]3[CH:26]=[N:27][CH:28]=[CH:29][CH:30]=3)=[O:24])[CH:19]=[CH:20][CH:21]=2)[N:5]=1)[CH3:37].